Dataset: NCI-60 drug combinations with 297,098 pairs across 59 cell lines. Task: Regression. Given two drug SMILES strings and cell line genomic features, predict the synergy score measuring deviation from expected non-interaction effect. (1) Synergy scores: CSS=6.33, Synergy_ZIP=-1.93, Synergy_Bliss=-6.30, Synergy_Loewe=-9.36, Synergy_HSA=-6.94. Cell line: ACHN. Drug 1: CCCS(=O)(=O)NC1=C(C(=C(C=C1)F)C(=O)C2=CNC3=C2C=C(C=N3)C4=CC=C(C=C4)Cl)F. Drug 2: CC12CCC3C(C1CCC2OP(=O)(O)O)CCC4=C3C=CC(=C4)OC(=O)N(CCCl)CCCl.[Na+]. (2) Drug 1: C1=CC(=C2C(=C1NCCNCCO)C(=O)C3=C(C=CC(=C3C2=O)O)O)NCCNCCO. Drug 2: CCCS(=O)(=O)NC1=C(C(=C(C=C1)F)C(=O)C2=CNC3=C2C=C(C=N3)C4=CC=C(C=C4)Cl)F. Cell line: DU-145. Synergy scores: CSS=65.4, Synergy_ZIP=3.52, Synergy_Bliss=5.18, Synergy_Loewe=-40.4, Synergy_HSA=3.17. (3) Drug 1: C1=C(C(=O)NC(=O)N1)N(CCCl)CCCl. Drug 2: CN(C(=O)NC(C=O)C(C(C(CO)O)O)O)N=O. Cell line: RXF 393. Synergy scores: CSS=19.9, Synergy_ZIP=-0.735, Synergy_Bliss=4.64, Synergy_Loewe=-6.15, Synergy_HSA=4.41. (4) Drug 1: CCN(CC)CCNC(=O)C1=C(NC(=C1C)C=C2C3=C(C=CC(=C3)F)NC2=O)C. Drug 2: CC(C)NC(=O)C1=CC=C(C=C1)CNNC.Cl. Cell line: SK-OV-3. Synergy scores: CSS=-7.88, Synergy_ZIP=1.64, Synergy_Bliss=-3.68, Synergy_Loewe=-12.9, Synergy_HSA=-10.8. (5) Drug 1: C1CN1C2=NC(=NC(=N2)N3CC3)N4CC4. Drug 2: CC(C)(C#N)C1=CC(=CC(=C1)CN2C=NC=N2)C(C)(C)C#N. Cell line: HCC-2998. Synergy scores: CSS=21.9, Synergy_ZIP=4.32, Synergy_Bliss=3.70, Synergy_Loewe=0.491, Synergy_HSA=2.91. (6) Drug 1: C1=CC(=CC=C1C#N)C(C2=CC=C(C=C2)C#N)N3C=NC=N3. Drug 2: CC(C)CN1C=NC2=C1C3=CC=CC=C3N=C2N. Cell line: 786-0. Synergy scores: CSS=3.94, Synergy_ZIP=2.17, Synergy_Bliss=0.341, Synergy_Loewe=2.80, Synergy_HSA=-0.448. (7) Drug 1: CCCCCOC(=O)NC1=NC(=O)N(C=C1F)C2C(C(C(O2)C)O)O. Drug 2: CS(=O)(=O)OCCCCOS(=O)(=O)C. Cell line: SN12C. Synergy scores: CSS=0.214, Synergy_ZIP=-1.14, Synergy_Bliss=-1.80, Synergy_Loewe=-6.86, Synergy_HSA=-6.71.